From a dataset of Forward reaction prediction with 1.9M reactions from USPTO patents (1976-2016). Predict the product of the given reaction. (1) Given the reactants [Cl:1][C:2]1[CH:3]=[CH:4][C:5]2[N:6]([CH:8]=[C:9]([C:11]3[CH:16]=[CH:15][CH:14]=[CH:13][CH:12]=3)[N:10]=2)[N:7]=1.[I:17]Cl.S([O-])([O-])(=O)=S.[Na+].[Na+], predict the reaction product. The product is: [Cl:1][C:2]1[CH:3]=[CH:4][C:5]2[N:6]([C:8]([I:17])=[C:9]([C:11]3[CH:16]=[CH:15][CH:14]=[CH:13][CH:12]=3)[N:10]=2)[N:7]=1. (2) The product is: [NH2:1][C@H:2]([C:10]([NH:12][C@H:13]([C:23]([NH:25][C@H:26]([C:34]([NH:36][C@H:37]([C:50]([NH:52][C@H:53]([C:61]([NH:63][C@H:64]([C:74]([NH:76][C@H:77]([C:85]([NH:87][C@H:88]([C:101]([NH:103][CH2:104][CH2:105][CH2:106][O:107][CH2:108][CH2:109][O:110][CH2:111][CH2:112][O:113][CH2:114][CH2:115][CH2:116][NH:117][C:118]([O:120][C:121]([CH3:124])([CH3:123])[CH3:122])=[O:119])=[O:102])[CH2:89][CH2:90][CH2:91][CH2:92][NH:93][C:94]([O:96][C:97]([CH3:100])([CH3:99])[CH3:98])=[O:95])=[O:86])[CH2:78][C:79]1[CH:84]=[CH:83][CH:82]=[CH:81][CH:80]=1)=[O:75])[CH2:65][CH2:66][C:67](=[O:73])[O:68][C:69]([CH3:72])([CH3:70])[CH3:71])=[O:62])[CH2:54][C:55]1[CH:56]=[CH:57][CH:58]=[CH:59][CH:60]=1)=[O:51])[CH2:38][CH2:39][CH2:40][CH2:41][NH:42][C:43]([O:45][C:46]([CH3:47])([CH3:48])[CH3:49])=[O:44])=[O:35])[CH2:27][C:28]1[CH:29]=[CH:30][CH:31]=[CH:32][CH:33]=1)=[O:24])[CH2:14][CH2:15][C:16](=[O:22])[O:17][C:18]([CH3:20])([CH3:19])[CH3:21])=[O:11])[CH2:3][C:4]1[CH:9]=[CH:8][CH:7]=[CH:6][CH:5]=1. Given the reactants [NH:1](C(OCC1C=CC=CC=1)=O)[C@H:2]([C:10]([NH:12][C@H:13]([C:23]([NH:25][C@H:26]([C:34]([NH:36][C@H:37]([C:50]([NH:52][C@H:53]([C:61]([NH:63][C@H:64]([C:74]([NH:76][C@H:77]([C:85]([NH:87][C@H:88]([C:101]([NH:103][CH2:104][CH2:105][CH2:106][O:107][CH2:108][CH2:109][O:110][CH2:111][CH2:112][O:113][CH2:114][CH2:115][CH2:116][NH:117][C:118]([O:120][C:121]([CH3:124])([CH3:123])[CH3:122])=[O:119])=[O:102])[CH2:89][CH2:90][CH2:91][CH2:92][NH:93][C:94]([O:96][C:97]([CH3:100])([CH3:99])[CH3:98])=[O:95])=[O:86])[CH2:78][C:79]1[CH:84]=[CH:83][CH:82]=[CH:81][CH:80]=1)=[O:75])[CH2:65][CH2:66][C:67](=[O:73])[O:68][C:69]([CH3:72])([CH3:71])[CH3:70])=[O:62])[CH2:54][C:55]1[CH:60]=[CH:59][CH:58]=[CH:57][CH:56]=1)=[O:51])[CH2:38][CH2:39][CH2:40][CH2:41][NH:42][C:43]([O:45][C:46]([CH3:49])([CH3:48])[CH3:47])=[O:44])=[O:35])[CH2:27][C:28]1[CH:33]=[CH:32][CH:31]=[CH:30][CH:29]=1)=[O:24])[CH2:14][CH2:15][C:16](=[O:22])[O:17][C:18]([CH3:21])([CH3:20])[CH3:19])=[O:11])[CH2:3][C:4]1[CH:9]=[CH:8][CH:7]=[CH:6][CH:5]=1, predict the reaction product. (3) The product is: [F:13][C:14]([F:31])([C:18]([F:29])([F:30])[C:19]([F:27])([F:28])[C:20]([F:25])([F:26])[C:21]([F:24])([F:23])[F:22])[C:15]([O:12][C:1]12[CH2:10][CH:5]3[CH2:6][CH:7]([CH2:9][C:3]([OH:11])([CH2:4]3)[CH2:2]1)[CH2:8]2)=[O:16]. Given the reactants [C:1]12([OH:12])[CH2:10][CH:5]3[CH2:6][CH:7]([CH2:9][C:3]([OH:11])([CH2:4]3)[CH2:2]1)[CH2:8]2.[F:13][C:14]([F:31])([C:18]([F:30])([F:29])[C:19]([F:28])([F:27])[C:20]([F:26])([F:25])[C:21]([F:24])([F:23])[F:22])[C:15](O)=[O:16].C1(C)C=CC=CC=1, predict the reaction product. (4) The product is: [CH2:16]([O:24][C:25]([C@:27]1([NH:32][C:9]([O:11][C:12]([CH3:13])([CH3:14])[CH3:15])=[O:10])[CH2:31][CH2:30][O:29][CH2:28]1)=[O:26])[CH2:17][C:18]1[CH:19]=[CH:20][CH:21]=[CH:22][CH:23]=1. Given the reactants [C:12]([O:11][C:9](O[C:9]([O:11][C:12]([CH3:15])([CH3:14])[CH3:13])=[O:10])=[O:10])([CH3:15])([CH3:14])[CH3:13].[CH2:16]([O:24][C:25]([C@:27]1([NH2:32])[CH2:31][CH2:30][O:29][CH2:28]1)=[O:26])[CH2:17][C:18]1[CH:23]=[CH:22][CH:21]=[CH:20][CH:19]=1.CN(C1C=CC=CN=1)C, predict the reaction product.